From a dataset of Forward reaction prediction with 1.9M reactions from USPTO patents (1976-2016). Predict the product of the given reaction. (1) Given the reactants [OH:1][C:2]1[CH:3]=[C:4]([C:20]([NH:22][CH2:23][C:24]2[CH:29]=[CH:28][C:27]([S:30]([CH3:33])(=[O:32])=[O:31])=[CH:26][CH:25]=2)=[O:21])[C:5](=[O:19])[N:6]([C:9]2[CH:14]=[CH:13][CH:12]=[C:11]([C:15]([F:18])([F:17])[F:16])[CH:10]=2)[C:7]=1[CH3:8].[I-].[Li+].N12CCCN=C1CCCCC2.Br[CH2:48][CH2:49][CH2:50][O:51][CH3:52], predict the reaction product. The product is: [CH3:52][O:51][CH2:50][CH2:49][CH2:48][O:1][C:2]1[CH:3]=[C:4]([C:20]([NH:22][CH2:23][C:24]2[CH:25]=[CH:26][C:27]([S:30]([CH3:33])(=[O:31])=[O:32])=[CH:28][CH:29]=2)=[O:21])[C:5](=[O:19])[N:6]([C:9]2[CH:14]=[CH:13][CH:12]=[C:11]([C:15]([F:16])([F:18])[F:17])[CH:10]=2)[C:7]=1[CH3:8]. (2) Given the reactants [Cl:1][C:2]1[CH:3]=[C:4]2[C:8](=[CH:9][CH:10]=1)[NH:7][C:6]([C:11]([OH:13])=O)=[CH:5]2.N1C=CC=CC=1.N1C(F)=NC(F)=NC=1[F:22], predict the reaction product. The product is: [Cl:1][C:2]1[CH:3]=[C:4]2[C:8](=[CH:9][CH:10]=1)[NH:7][C:6]([C:11]([F:22])=[O:13])=[CH:5]2. (3) Given the reactants [F:1][C@@H:2]1[CH2:6][N:5]([C:7]([O:9][C:10]([CH3:13])([CH3:12])[CH3:11])=[O:8])[C@@H:4]([CH2:14][OH:15])[CH2:3]1.C(N(CC)CC)C.[CH3:23][S:24](Cl)(=[O:26])=[O:25], predict the reaction product. The product is: [F:1][C@@H:2]1[CH2:6][N:5]([C:7]([O:9][C:10]([CH3:11])([CH3:12])[CH3:13])=[O:8])[C@@H:4]([CH2:14][O:15][S:24]([CH3:23])(=[O:26])=[O:25])[CH2:3]1. (4) The product is: [CH3:44][C:45]1([CH3:81])[N:49]([CH2:50][CH2:51][CH2:52][CH2:53][CH2:54][S:55]([CH2:56][CH2:57][CH2:58][C:59]([F:64])([F:65])[C:60]([F:63])([F:62])[F:61])=[O:17])[C:48](=[O:66])[N:47]([C:67]2[CH:72]=[CH:71][C:70]([N+:73]([O-:75])=[O:74])=[C:69]([C:76]([F:79])([F:78])[F:77])[CH:68]=2)[C:46]1=[O:80]. Given the reactants CC1(C)N(CCCCCCCCCS(CCCC(F)(F)C(F)(F)F)=[O:17])C(=O)N(C2C=CC([N+]([O-])=O)=C(C(F)(F)F)C=2)C1=O.[CH3:44][C:45]1([CH3:81])[N:49]([CH2:50][CH2:51][CH2:52][CH2:53][CH2:54][S:55][CH2:56][CH2:57][CH2:58][C:59]([F:65])([F:64])[C:60]([F:63])([F:62])[F:61])[C:48](=[O:66])[N:47]([C:67]2[CH:72]=[CH:71][C:70]([N+:73]([O-:75])=[O:74])=[C:69]([C:76]([F:79])([F:78])[F:77])[CH:68]=2)[C:46]1=[O:80], predict the reaction product. (5) Given the reactants [CH3:1][N:2]1[C:6]([CH3:7])=[N:5][N:4]=[C:3]1[CH:8]1[C:17](=O)[C:16]2[C:15]([C:19]([O:21]CC)=O)=[CH:14][CH:13]=[CH:12][C:11]=2[NH:10][CH:9]1[C:24]1[CH:29]=[CH:28][C:27]([F:30])=[CH:26][CH:25]=1.O.[NH2:32][NH2:33], predict the reaction product. The product is: [CH3:1][N:2]1[C:6]([CH3:7])=[N:5][N:4]=[C:3]1[CH:8]1[C:17]2=[N:32][NH:33][C:19](=[O:21])[C:15]3[CH:14]=[CH:13][CH:12]=[C:11]([C:16]=32)[NH:10][CH:9]1[C:24]1[CH:25]=[CH:26][C:27]([F:30])=[CH:28][CH:29]=1. (6) Given the reactants [K+].[P:2]([O-:14])([O:9][C:10]([CH3:13])([CH3:12])[CH3:11])([O:4][C:5]([CH3:8])([CH3:7])[CH3:6])=[O:3].Cl.[OH-].C[N+](C)(C)C.C(OP([O-])(OC(C)(C)C)=O)(C)(C)C.C[N+](C)(C)C.[Cl:40][CH2:41]I, predict the reaction product. The product is: [P:2]([O:14][CH2:41][Cl:40])([O:4][C:5]([CH3:7])([CH3:8])[CH3:6])([O:9][C:10]([CH3:13])([CH3:12])[CH3:11])=[O:3]. (7) Given the reactants [C:1]([O:5][C:6](=[O:19])[NH:7][C:8]1[CH:13]=[CH:12][C:11]([C:14]([F:17])([F:16])[F:15])=[CH:10][C:9]=1[NH2:18])([CH3:4])([CH3:3])[CH3:2].CCN(C(C)C)C(C)C.[CH2:29]([O:36][C:37](=[O:42])[CH2:38][C:39](O)=[O:40])[C:30]1[CH:35]=[CH:34][CH:33]=[CH:32][CH:31]=1.CN(C(ON1N=NC2C=CC=NC1=2)=[N+](C)C)C.F[P-](F)(F)(F)(F)F, predict the reaction product. The product is: [CH2:29]([O:36][C:37](=[O:42])[CH2:38][C:39]([NH:18][C:9]1[CH:10]=[C:11]([C:14]([F:17])([F:16])[F:15])[CH:12]=[CH:13][C:8]=1[NH:7][C:6]([O:5][C:1]([CH3:4])([CH3:2])[CH3:3])=[O:19])=[O:40])[C:30]1[CH:35]=[CH:34][CH:33]=[CH:32][CH:31]=1. (8) Given the reactants [C:1]([C:3]1[CH:4]=[C:5]([CH:20]=[CH:21][CH:22]=1)[O:6][C:7]1[CH:19]=[CH:18][C:10]([C:11]([O:13]C(C)(C)C)=[O:12])=[CH:9][CH:8]=1)#[N:2].FC(F)(F)C(O)=O.O, predict the reaction product. The product is: [C:1]([C:3]1[CH:4]=[C:5]([CH:20]=[CH:21][CH:22]=1)[O:6][C:7]1[CH:19]=[CH:18][C:10]([C:11]([OH:13])=[O:12])=[CH:9][CH:8]=1)#[N:2]. (9) Given the reactants Cl.[NH:2]1[C:6]2[CH:7]=[CH:8][CH:9]=[CH:10][C:5]=2[N:4]=[C:3]1[C@H:11]([NH2:21])[CH2:12][C:13]1[CH:18]=[CH:17][C:16]([O:19][CH3:20])=[CH:15][CH:14]=1.[CH3:22][CH:23]1[CH2:28][CH2:27][CH2:26][CH2:25][CH:24]1[NH2:29].[C:30](O)(C(F)(F)F)=[O:31], predict the reaction product. The product is: [NH:2]1[C:6]2[CH:7]=[CH:8][CH:9]=[CH:10][C:5]=2[N:4]=[C:3]1[C@H:11]([NH:21][C:30]([NH:29][CH:24]1[CH2:25][CH2:26][CH2:27][CH2:28][CH:23]1[CH3:22])=[O:31])[CH2:12][C:13]1[CH:18]=[CH:17][C:16]([O:19][CH3:20])=[CH:15][CH:14]=1.